From a dataset of Reaction yield outcomes from USPTO patents with 853,638 reactions. Predict the reaction yield, written as a fraction of the theoretical maximum amount of product (1.0 means a 100% yield; for example, 0.34 means a 34% yield). (1) The reactants are [NH2:1][C:2]1[CH:3]=[C:4]([N:11]2[CH2:16][CH2:15][N:14]([C:17]([O:19][C:20]([CH3:23])([CH3:22])[CH3:21])=[O:18])[CH2:13][CH2:12]2)[CH:5]=[CH:6][C:7]=1[N+:8]([O-])=O.[H][H]. The catalyst is [Pd].CO. The product is [NH2:1][C:2]1[CH:3]=[C:4]([N:11]2[CH2:16][CH2:15][N:14]([C:17]([O:19][C:20]([CH3:23])([CH3:22])[CH3:21])=[O:18])[CH2:13][CH2:12]2)[CH:5]=[CH:6][C:7]=1[NH2:8]. The yield is 0.850. (2) The reactants are [CH3:1][OH:2].C[O-].[Na+].[Br:6][C:7]1[CH:8]=[CH:9][C:10](Cl)=[N:11][CH:12]=1.O. The catalyst is CO. The product is [CH3:1][O:2][C:10]1[CH:9]=[CH:8][C:7]([Br:6])=[CH:12][N:11]=1. The yield is 0.330.